Task: Predict the reaction yield, written as a fraction of the theoretical maximum amount of product (1.0 means a 100% yield; for example, 0.34 means a 34% yield).. Dataset: Reaction yield outcomes from USPTO patents with 853,638 reactions The reactants are N([O-])=O.[Na+].N[C:6]1[CH:14]=[C:13]2[C:9]([CH2:10][O:11][C:12]2=[O:15])=[CH:8][CH:7]=1.[BrH:16]. The catalyst is O. The product is [Br:16][C:6]1[CH:14]=[C:13]2[C:9]([CH2:10][O:11][C:12]2=[O:15])=[CH:8][CH:7]=1. The yield is 0.840.